Regression/Classification. Given a drug SMILES string, predict its absorption, distribution, metabolism, or excretion properties. Task type varies by dataset: regression for continuous measurements (e.g., permeability, clearance, half-life) or binary classification for categorical outcomes (e.g., BBB penetration, CYP inhibition). Dataset: cyp2d6_veith. From a dataset of CYP2D6 inhibition data for predicting drug metabolism from PubChem BioAssay. (1) The molecule is COCC(=O)N1CCC2(CCCN(Cc3ccc(C#N)cc3)C2)CC1. The result is 0 (non-inhibitor). (2) The compound is O=C(O)[C@H]1C2c3ccccc3C(c3ccccc32)[C@@H]1C(=O)NCC1CC1. The result is 0 (non-inhibitor).